Dataset: Retrosynthesis with 50K atom-mapped reactions and 10 reaction types from USPTO. Task: Predict the reactants needed to synthesize the given product. (1) Given the product CCCCNc1cc(N2CC[C@@H](NC(=O)OC(C)(C)C)C2)ccn1, predict the reactants needed to synthesize it. The reactants are: CC(C)(C)OC(=O)N[C@@H]1CCNC1.CCCCNc1cc(Br)ccn1. (2) Given the product COc1ccc2c(c1)N(CC(=O)O)C(=O)C(N=[N+]=[N-])CC2, predict the reactants needed to synthesize it. The reactants are: CCOC(=O)CN1C(=O)C(N=[N+]=[N-])CCc2ccc(OC)cc21. (3) Given the product Cc1c(N)c(=O)n(C)n1C, predict the reactants needed to synthesize it. The reactants are: Cc1c([N+](=O)[O-])c(=O)n(C)n1C. (4) Given the product CCN(CC)c1ccc([N+](=O)[O-])cn1, predict the reactants needed to synthesize it. The reactants are: CCNCC.O=[N+]([O-])c1ccc(Cl)nc1. (5) Given the product O=[N+]([O-])c1ccccc1S(=O)(=O)NC[C@@](O)(c1cccc(F)c1F)C(F)F, predict the reactants needed to synthesize it. The reactants are: NC[C@@](O)(c1cccc(F)c1F)C(F)F.O=[N+]([O-])c1ccccc1S(=O)(=O)Cl.